Task: Regression/Classification. Given a drug SMILES string, predict its absorption, distribution, metabolism, or excretion properties. Task type varies by dataset: regression for continuous measurements (e.g., permeability, clearance, half-life) or binary classification for categorical outcomes (e.g., BBB penetration, CYP inhibition). Dataset: cyp1a2_veith.. Dataset: CYP1A2 inhibition data for predicting drug metabolism from PubChem BioAssay (1) The drug is O=C(O)[C@@H](S)[C@H](S)C(=O)O. The result is 0 (non-inhibitor). (2) The compound is CC(C)CCNC1=NCCCCC1. The result is 0 (non-inhibitor).